From a dataset of Reaction yield outcomes from USPTO patents with 853,638 reactions. Predict the reaction yield, written as a fraction of the theoretical maximum amount of product (1.0 means a 100% yield; for example, 0.34 means a 34% yield). The reactants are Br[C:2]1[CH:3]=[CH:4][CH:5]=[C:6]2[C:11]=1[CH:10]=[N:9][C:8]([NH:12][C:13]1[N:14]=[CH:15][C:16]([C:19]#[N:20])=[N:17][CH:18]=1)=[CH:7]2.[NH2:21][CH2:22][CH2:23][N:24]1[CH2:29][CH2:28][O:27][CH2:26][CH2:25]1.C1(P(C2C=CC=CC=2)C2C=CC=CC=2)C=CC=CC=1.[C:49]([O-])(=[O:51])C.[Na+]. The catalyst is CN(C=O)C.C([O-])(=O)C.[Pd+2].C([O-])(=O)C. The product is [C:19]([C:16]1[N:17]=[CH:18][C:13]([NH:12][C:8]2[N:9]=[CH:10][C:11]3[C:6]([CH:7]=2)=[CH:5][CH:4]=[CH:3][C:2]=3[C:49]([NH:21][CH2:22][CH2:23][N:24]2[CH2:29][CH2:28][O:27][CH2:26][CH2:25]2)=[O:51])=[N:14][CH:15]=1)#[N:20]. The yield is 0.120.